Dataset: Full USPTO retrosynthesis dataset with 1.9M reactions from patents (1976-2016). Task: Predict the reactants needed to synthesize the given product. (1) The reactants are: O.[BH4-].[Na+].[C:4]([C:7]1[CH:8]=[N:9][C:10]([Br:13])=[CH:11][CH:12]=1)(=[O:6])[CH3:5]. Given the product [Br:13][C:10]1[N:9]=[CH:8][C:7]([CH:4]([OH:6])[CH3:5])=[CH:12][CH:11]=1, predict the reactants needed to synthesize it. (2) Given the product [Br:18][C:14]1[CH:13]=[C:12]([N:8]2[C:9]([CH3:11])=[CH:10][C:6]([C:4]([OH:5])=[O:3])=[C:7]2[C:19]2[CH:20]=[CH:21][CH:22]=[CH:23][CH:24]=2)[CH:17]=[CH:16][CH:15]=1, predict the reactants needed to synthesize it. The reactants are: C([O:3][C:4]([C:6]1[CH:10]=[C:9]([CH3:11])[N:8]([C:12]2[CH:17]=[CH:16][CH:15]=[C:14]([Br:18])[CH:13]=2)[C:7]=1[C:19]1[CH:24]=[CH:23][CH:22]=[CH:21][CH:20]=1)=[O:5])C.[OH-].[Li+]. (3) Given the product [NH2:1][C@H:2]([C:6]1[CH:7]=[N:8][C:9]([C:12]([F:15])([F:13])[F:14])=[CH:10][CH:11]=1)[CH2:3][CH2:4][OH:5].[NH2:1][C@@H:2]([C:6]1[CH:7]=[N:8][C:9]([C:12]([F:15])([F:13])[F:14])=[CH:10][CH:11]=1)[CH2:3][CH2:4][OH:5], predict the reactants needed to synthesize it. The reactants are: [NH2:1][CH:2]([C:6]1[CH:7]=[N:8][C:9]([C:12]([F:15])([F:14])[F:13])=[CH:10][CH:11]=1)[CH2:3][CH2:4][OH:5].